Predict the reaction yield, written as a fraction of the theoretical maximum amount of product (1.0 means a 100% yield; for example, 0.34 means a 34% yield). From a dataset of Reaction yield outcomes from USPTO patents with 853,638 reactions. (1) The reactants are [OH:1][C:2]1([C:15]([F:18])([F:17])[F:16])[CH2:7][CH2:6][N:5](C(OC(C)(C)C)=O)[CH2:4][CH2:3]1.FC(F)(F)C(O)=O. The catalyst is ClCCl. The product is [F:18][C:15]([F:16])([F:17])[C:2]1([OH:1])[CH2:3][CH2:4][NH:5][CH2:6][CH2:7]1. The yield is 1.00. (2) The reactants are [H-].[Na+].[CH:3]1([OH:9])[CH2:7][CH2:6][CH:5]([OH:8])[CH2:4]1.[Si:10](Cl)([C:13]([CH3:16])([CH3:15])[CH3:14])([CH3:12])[CH3:11]. The catalyst is C1COCC1.C(OCC)(=O)C. The product is [Si:10]([O:8][CH:5]1[CH2:6][CH2:7][CH:3]([OH:9])[CH2:4]1)([C:13]([CH3:16])([CH3:15])[CH3:14])([CH3:12])[CH3:11]. The yield is 0.350. (3) The yield is 0.140. The reactants are [CH:1]1([C:7]([OH:9])=[O:8])[CH2:6][CH2:5][CH2:4][CH2:3][CH2:2]1.C([N-]C(C)C)(C)C.[Li+].Br[CH2:19][CH2:20][C:21]([O:23][C:24]([CH3:27])([CH3:26])[CH3:25])=[O:22]. The product is [C:24]([O:23][C:21]([CH2:20][CH2:19][C:1]1([C:7]([OH:9])=[O:8])[CH2:6][CH2:5][CH2:4][CH2:3][CH2:2]1)=[O:22])([CH3:27])([CH3:26])[CH3:25]. The catalyst is C1COCC1.C1COCC1.CCCCCCC.C(C1C=CC=CC=1)C. (4) The reactants are [NH3:1].C[O:3][C:4](=O)[C:5]1[CH:10]=[C:9]([Br:11])[CH:8]=[CH:7][C:6]=1[CH2:12]Br. The catalyst is CO. The product is [Br:11][C:9]1[CH:10]=[C:5]2[C:6]([CH2:12][NH:1][C:4]2=[O:3])=[CH:7][CH:8]=1. The yield is 0.670. (5) The reactants are [F:1][C:2]1[CH:3]=[CH:4][C:5]2[N:6]([CH:8]=[C:9]([C:11]([NH:13][C@H:14]3[CH2:19][CH2:18][C@@H:17]([N:20]4[C:25](=[O:26])[C:24]5[CH:27]=[C:28]([F:31])[CH:29]=[N:30][C:23]=5[N:22]([C:32]5[CH:37]=[CH:36][CH:35]=[C:34](I)[CH:33]=5)[C:21]4=[O:39])[CH2:16][CH2:15]3)=[O:12])[N:10]=2)[CH:7]=1.[B:40]1([B:40]2[O:44][C:43]([CH3:46])([CH3:45])[C:42]([CH3:48])([CH3:47])[O:41]2)[O:44][C:43]([CH3:46])([CH3:45])[C:42]([CH3:48])([CH3:47])[O:41]1.C([O-])(=O)C.[K+].O. The product is [F:1][C:2]1[CH:3]=[CH:4][C:5]2[N:6]([CH:8]=[C:9]([C:11]([NH:13][C@H:14]3[CH2:19][CH2:18][C@@H:17]([N:20]4[C:25](=[O:26])[C:24]5[CH:27]=[C:28]([F:31])[CH:29]=[N:30][C:23]=5[N:22]([C:32]5[CH:37]=[CH:36][CH:35]=[C:34]([B:40]6[O:44][C:43]([CH3:46])([CH3:45])[C:42]([CH3:48])([CH3:47])[O:41]6)[CH:33]=5)[C:21]4=[O:39])[CH2:16][CH2:15]3)=[O:12])[N:10]=2)[CH:7]=1. The catalyst is CS(C)=O.C1(P(C2C=CC=CC=2)[C-]2C=CC=C2)C=CC=CC=1.[C-]1(P(C2C=CC=CC=2)C2C=CC=CC=2)C=CC=C1.[Fe+2]. The yield is 0.840. (6) The reactants are Br[C:2]1[C:3]([F:19])=[CH:4][C:5]2[O:11][CH2:10][CH2:9][N:8]3[CH:12]=[C:13]([C:15]([NH2:17])=[O:16])[N:14]=[C:7]3[C:6]=2[CH:18]=1.[CH3:20][O:21][CH2:22][C:23]([CH3:27])([OH:26])[C:24]#[CH:25]. No catalyst specified. The product is [F:19][C:3]1[C:2]([C:25]#[C:24][C:23]([OH:26])([CH3:27])[CH2:22][O:21][CH3:20])=[CH:18][C:6]2[C:7]3[N:8]([CH:12]=[C:13]([C:15]([NH2:17])=[O:16])[N:14]=3)[CH2:9][CH2:10][O:11][C:5]=2[CH:4]=1. The yield is 0.190.